Dataset: Reaction yield outcomes from USPTO patents with 853,638 reactions. Task: Predict the reaction yield, written as a fraction of the theoretical maximum amount of product (1.0 means a 100% yield; for example, 0.34 means a 34% yield). (1) The reactants are [NH2:1][C:2]1[CH:3]=[C:4]([CH:7]=[C:8]([N+:10]([O-:12])=[O:11])[CH:9]=1)[C:5]#[N:6].[CH3:13][S:14](Cl)(=[O:16])=[O:15]. The catalyst is C(Cl)Cl. The product is [C:5]([C:4]1[CH:3]=[C:2]([N:1]([S:14]([CH3:13])(=[O:16])=[O:15])[S:14]([CH3:13])(=[O:16])=[O:15])[CH:9]=[C:8]([N+:10]([O-:12])=[O:11])[CH:7]=1)#[N:6]. The yield is 0.760. (2) The reactants are B(F)(F)F.CCOCC.CN(C(F)(F)C(F)F)C.FC(F)(F)C(=O)CC(OCC)=O.N1C=CC=CC=1.Cl.[C:38]([NH:42][NH2:43])([CH3:41])([CH3:40])[CH3:39].[OH-].[K+].[F:46][C:47]([F:64])([F:63])[C:48]([C:50](=[C:56](N(C)C)[CH:57]([F:59])[F:58])[C:51]([O:53][CH2:54][CH3:55])=[O:52])=O. The product is [CH2:54]([O:53][C:51]([C:50]1[C:56]([CH:57]([F:58])[F:59])=[N:43][N:42]([C:38]([CH3:41])([CH3:40])[CH3:39])[C:48]=1[C:47]([F:64])([F:63])[F:46])=[O:52])[CH3:55]. The yield is 0.530. The catalyst is ClCCl.C(#N)C.CO. (3) No catalyst specified. The yield is 0.627. The reactants are [Br:1][C:2]1[S:3][CH:4]=[C:5]([C:7]([OH:9])=O)[N:6]=1.[NH2:10][C@@H:11]([CH3:27])[CH2:12][N:13]1[CH:17]=[CH:16][C:15]([C:18]2[CH:25]=[CH:24][C:21]([C:22]#[N:23])=[C:20]([Cl:26])[CH:19]=2)=[N:14]1. The product is [Br:1][C:2]1[S:3][CH:4]=[C:5]([C:7]([NH:10][C@@H:11]([CH3:27])[CH2:12][N:13]2[CH:17]=[CH:16][C:15]([C:18]3[CH:25]=[CH:24][C:21]([C:22]#[N:23])=[C:20]([Cl:26])[CH:19]=3)=[N:14]2)=[O:9])[N:6]=1.